Dataset: NCI-60 drug combinations with 297,098 pairs across 59 cell lines. Task: Regression. Given two drug SMILES strings and cell line genomic features, predict the synergy score measuring deviation from expected non-interaction effect. (1) Drug 1: COC1=C(C=C2C(=C1)N=CN=C2NC3=CC(=C(C=C3)F)Cl)OCCCN4CCOCC4. Drug 2: CN1C(=O)N2C=NC(=C2N=N1)C(=O)N. Cell line: UACC-257. Synergy scores: CSS=15.2, Synergy_ZIP=3.45, Synergy_Bliss=5.10, Synergy_Loewe=-6.73, Synergy_HSA=0.804. (2) Drug 1: C1=NNC2=C1C(=O)NC=N2. Drug 2: CC12CCC3C(C1CCC2OP(=O)(O)O)CCC4=C3C=CC(=C4)OC(=O)N(CCCl)CCCl.[Na+]. Cell line: NCI-H322M. Synergy scores: CSS=2.13, Synergy_ZIP=-1.71, Synergy_Bliss=-2.52, Synergy_Loewe=-0.182, Synergy_HSA=-1.35. (3) Drug 1: C1CCC(C1)C(CC#N)N2C=C(C=N2)C3=C4C=CNC4=NC=N3. Drug 2: CN(CC1=CN=C2C(=N1)C(=NC(=N2)N)N)C3=CC=C(C=C3)C(=O)NC(CCC(=O)O)C(=O)O. Cell line: MDA-MB-435. Synergy scores: CSS=-6.33, Synergy_ZIP=1.92, Synergy_Bliss=-2.71, Synergy_Loewe=-23.2, Synergy_HSA=-9.86. (4) Drug 1: CC1=CC=C(C=C1)C2=CC(=NN2C3=CC=C(C=C3)S(=O)(=O)N)C(F)(F)F. Drug 2: C1=NC2=C(N=C(N=C2N1C3C(C(C(O3)CO)O)F)Cl)N. Cell line: NCI/ADR-RES. Synergy scores: CSS=23.9, Synergy_ZIP=2.13, Synergy_Bliss=4.72, Synergy_Loewe=-43.5, Synergy_HSA=-0.436.